From a dataset of Full USPTO retrosynthesis dataset with 1.9M reactions from patents (1976-2016). Predict the reactants needed to synthesize the given product. (1) Given the product [Cl:30][C:27]1[CH:28]=[CH:29][C:24]([N:10]([CH2:9][CH2:8][CH2:7][OH:6])[S:11]([C:14]2[CH:19]=[CH:18][C:17]([O:20][CH3:21])=[C:16]([O:22][CH3:23])[CH:15]=2)(=[O:13])=[O:12])=[C:25]([CH2:31][C:32]2[C:37]([F:38])=[CH:36][CH:35]=[CH:34][C:33]=2[F:39])[CH:26]=1, predict the reactants needed to synthesize it. The reactants are: C([Si](C)(C)[O:6][CH2:7][CH2:8][CH2:9][N:10]([C:24]1[CH:29]=[CH:28][C:27]([Cl:30])=[CH:26][C:25]=1[CH2:31][C:32]1[C:37]([F:38])=[CH:36][CH:35]=[CH:34][C:33]=1[F:39])[S:11]([C:14]1[CH:19]=[CH:18][C:17]([O:20][CH3:21])=[C:16]([O:22][CH3:23])[CH:15]=1)(=[O:13])=[O:12])(C)(C)C.O.O.O.[F-].C([N+](CCCC)(CCCC)CCCC)CCC. (2) Given the product [C:1]([C@H:5]1[CH2:6][CH2:7][C@H:8]([O:11][C:12]2[CH:21]=[CH:20][CH:19]=[C:18]3[C:13]=2[CH:14]=[CH:15][C:16]([CH2:22][N:23]2[CH:28]4[CH2:29][CH2:30][CH:24]2[CH2:25][CH:26]([C:31]([OH:33])=[O:32])[CH2:27]4)=[CH:17]3)[CH2:9][CH2:10]1)([CH3:4])([CH3:2])[CH3:3], predict the reactants needed to synthesize it. The reactants are: [C:1]([C@H:5]1[CH2:10][CH2:9][C@H:8]([O:11][C:12]2[CH:21]=[CH:20][CH:19]=[C:18]3[C:13]=2[CH:14]=[CH:15][C:16]([CH2:22][N:23]2[CH:28]4[CH2:29][CH2:30][CH:24]2[CH2:25][CH:26]([C:31]([O:33]C)=[O:32])[CH2:27]4)=[CH:17]3)[CH2:7][CH2:6]1)([CH3:4])([CH3:3])[CH3:2].[OH-].[Na+]. (3) Given the product [Br:1][C:2]1[CH:3]=[C:4]2[C:9](=[CH:10][CH:11]=1)[C:8](=[O:12])[N:7]([CH2:21][C:20]1[CH:23]=[CH:24][C:17]([O:16][CH3:15])=[CH:18][CH:19]=1)[CH:6]=[CH:5]2, predict the reactants needed to synthesize it. The reactants are: [Br:1][C:2]1[CH:3]=[C:4]2[C:9](=[CH:10][CH:11]=1)[C:8](=[O:12])[NH:7][CH:6]=[CH:5]2.[H-].[Na+].[CH3:15][O:16][C:17]1[CH:24]=[CH:23][C:20]([CH2:21]Cl)=[CH:19][CH:18]=1. (4) Given the product [F:42][C:41]([F:44])([F:43])[C:39]([OH:45])=[O:40].[C:1]([C:3]1[CH:4]=[C:5]2[C:9](=[CH:10][CH:11]=1)[NH:8][C:7](=[O:12])[C@@:6]2([NH:22][C:23]([N:25]1[CH2:38][C:27]2([CH2:28][NH:29][CH2:30]2)[CH2:26]1)=[O:24])[C:13]1[C:14]([O:19][CH2:20][CH3:21])=[N:15][CH:16]=[CH:17][CH:18]=1)#[N:2], predict the reactants needed to synthesize it. The reactants are: [C:1]([C:3]1[CH:4]=[C:5]2[C:9](=[CH:10][CH:11]=1)[NH:8][C:7](=[O:12])[C@@:6]2([NH:22][C:23]([N:25]1[CH2:38][C:27]2([CH2:30][N:29](C(OC(C)(C)C)=O)[CH2:28]2)[CH2:26]1)=[O:24])[C:13]1[C:14]([O:19][CH2:20][CH3:21])=[N:15][CH:16]=[CH:17][CH:18]=1)#[N:2].[C:39]([OH:45])([C:41]([F:44])([F:43])[F:42])=[O:40]. (5) The reactants are: [Br:1][C:2]1[CH:3]=[N:4][C:5]([O:8][C:9]2[CH:10]=[C:11]([CH:26]=[CH:27][CH:28]=2)[CH:12]=[C:13]2[CH2:18][CH2:17][N:16](C(OC(C)(C)C)=O)[CH2:15][CH2:14]2)=[N:6][CH:7]=1.[F:29][C:30]([F:35])([F:34])[C:31]([OH:33])=[O:32].C1(C)C=CC=CC=1. Given the product [F:29][C:30]([F:35])([F:34])[C:31]([OH:33])=[O:32].[Br:1][C:2]1[CH:3]=[N:4][C:5]([O:8][C:9]2[CH:28]=[CH:27][CH:26]=[C:11]([CH:12]=[C:13]3[CH2:18][CH2:17][NH:16][CH2:15][CH2:14]3)[CH:10]=2)=[N:6][CH:7]=1, predict the reactants needed to synthesize it. (6) Given the product [CH3:1][C:2]1([CH3:14])[C:6]([CH3:7])([CH3:8])[O:5][B:4]([C:9]2[CH:13]=[N:12][N:11]([CH2:20][C:21]3([C:24]#[N:25])[CH2:23][CH2:22]3)[CH:10]=2)[O:3]1, predict the reactants needed to synthesize it. The reactants are: [CH3:1][C:2]1([CH3:14])[C:6]([CH3:8])([CH3:7])[O:5][B:4]([C:9]2[CH:10]=[N:11][NH:12][CH:13]=2)[O:3]1.CS(O[CH2:20][C:21]1([C:24]#[N:25])[CH2:23][CH2:22]1)(=O)=O.[H-].[Na+]. (7) The reactants are: Br[C:2]1[CH:3]=[C:4]2[C:8](=[CH:9][CH:10]=1)[NH:7][C:6](=[O:11])[C:5]12[CH2:13][CH2:12]1.[C:14]([C:16]1[N:20]([CH3:21])[C:19](B(O)O)=[CH:18][CH:17]=1)#[N:15].C(=O)([O-])[O-].[K+].[K+]. Given the product [CH3:21][N:20]1[C:19]([C:2]2[CH:3]=[C:4]3[C:8](=[CH:9][CH:10]=2)[NH:7][C:6](=[O:11])[C:5]23[CH2:13][CH2:12]2)=[CH:18][CH:17]=[C:16]1[C:14]#[N:15], predict the reactants needed to synthesize it. (8) Given the product [CH2:1]([O:8][C:9]1[CH:14]=[CH:13][C:12]([Br:15])=[CH:11][C:10]=1[CH:16]([I:24])[CH3:17])[C:2]1[CH:7]=[CH:6][CH:5]=[CH:4][CH:3]=1, predict the reactants needed to synthesize it. The reactants are: [CH2:1]([O:8][C:9]1[CH:14]=[CH:13][C:12]([Br:15])=[CH:11][C:10]=1[CH:16](O)[CH3:17])[C:2]1[CH:7]=[CH:6][CH:5]=[CH:4][CH:3]=1.[Si](Cl)(C)(C)C.[I-:24].[Na+]. (9) The reactants are: [CH3:1][O:2][C:3](/[CH:5]=[CH:6]/[C:7]1[CH:15]=[CH:14][C:10]([C:11]([OH:13])=O)=[CH:9][CH:8]=1)=[O:4].[NH:16]1[CH2:22][CH2:21][CH2:20][CH2:19][C:18]2[CH:23]=[CH:24][CH:25]=[CH:26][C:17]1=2.C(N(CC)CC)C. Given the product [CH3:1][O:2][C:3](=[O:4])/[CH:5]=[CH:6]/[C:7]1[CH:8]=[CH:9][C:10]([C:11]([N:16]2[CH2:22][CH2:21][CH2:20][CH2:19][C:18]3[CH:23]=[CH:24][CH:25]=[CH:26][C:17]2=3)=[O:13])=[CH:14][CH:15]=1, predict the reactants needed to synthesize it. (10) Given the product [Br:15][C:16]1[CH:22]=[CH:21][C:19]([NH:20][CH:2]2[CH2:7][CH2:6][N:5]([C:8]([O:10][C:11]([CH3:14])([CH3:13])[CH3:12])=[O:9])[CH2:4][CH2:3]2)=[CH:18][CH:17]=1, predict the reactants needed to synthesize it. The reactants are: O=[C:2]1[CH2:7][CH2:6][N:5]([C:8]([O:10][C:11]([CH3:14])([CH3:13])[CH3:12])=[O:9])[CH2:4][CH2:3]1.[Br:15][C:16]1[CH:22]=[CH:21][C:19]([NH2:20])=[CH:18][CH:17]=1.[BH-](OC(C)=O)(OC(C)=O)OC(C)=O.[Na+].